Dataset: Reaction yield outcomes from USPTO patents with 853,638 reactions. Task: Predict the reaction yield, written as a fraction of the theoretical maximum amount of product (1.0 means a 100% yield; for example, 0.34 means a 34% yield). (1) The reactants are B(Br)(Br)Br.C[O:6][C:7]1[CH:12]=[CH:11][C:10]([CH3:13])=[CH:9][C:8]=1[N:14]1[C:26]2[CH:25]=[CH:24][CH:23]=[CH:22][C:21]=2[C:20]2[C:15]1=[CH:16][CH:17]=[CH:18][CH:19]=2. The catalyst is ClCCl. The product is [CH:25]1[C:26]2[N:14]([C:8]3[CH:9]=[C:10]([CH3:13])[CH:11]=[CH:12][C:7]=3[OH:6])[C:15]3[C:20](=[CH:19][CH:18]=[CH:17][CH:16]=3)[C:21]=2[CH:22]=[CH:23][CH:24]=1. The yield is 0.950. (2) The reactants are C([N-]C(C)C)(C)C.[Li+].[CH3:9][O:10][C:11](=[O:22])[CH2:12][C:13]1[CH:18]=[CH:17][CH:16]=[C:15]([N+:19]([O-:21])=[O:20])[CH:14]=1.I[CH2:24][CH:25]1[CH2:29][CH2:28][CH2:27][CH2:26]1. The catalyst is O1CCCC1.CN1CCCN(C)C1=O.CN1CCCN(C)C1=O. The product is [CH3:9][O:10][C:11](=[O:22])[CH:12]([C:13]1[CH:18]=[CH:17][CH:16]=[C:15]([N+:19]([O-:21])=[O:20])[CH:14]=1)[CH2:24][CH:25]1[CH2:29][CH2:28][CH2:27][CH2:26]1. The yield is 0.468. (3) The reactants are [F:1][C:2]1[CH:7]=[C:6]([C:8]2[O:9][C:10]3[CH:16]=[C:15]([F:17])[CH:14]=[CH:13][C:11]=3[N:12]=2)[CH:5]=[CH:4][C:3]=1[C:18]([N:20]1[CH2:25][CH2:24][N:23](C(OC(C)(C)C)=O)[CH2:22][CH2:21]1)=[O:19].Cl. The catalyst is ClCCl. The product is [F:1][C:2]1[CH:7]=[C:6]([C:8]2[O:9][C:10]3[CH:16]=[C:15]([F:17])[CH:14]=[CH:13][C:11]=3[N:12]=2)[CH:5]=[CH:4][C:3]=1[C:18]([N:20]1[CH2:25][CH2:24][NH:23][CH2:22][CH2:21]1)=[O:19]. The yield is 0.820. (4) The yield is 0.710. The catalyst is O. The product is [N:12]1([C:2]2[CH:11]=[CH:10][C:5]([C:6]([O:8][CH3:9])=[O:7])=[CH:4][N:3]=2)[CH2:17][CH2:16][O:15][CH2:14][CH2:13]1. The reactants are Cl[C:2]1[CH:11]=[CH:10][C:5]([C:6]([O:8][CH3:9])=[O:7])=[CH:4][N:3]=1.[NH:12]1[CH2:17][CH2:16][O:15][CH2:14][CH2:13]1.C(=O)([O-])[O-].[K+].[K+].CN(C=O)C. (5) The reactants are [Br:1][C:2]1[CH:21]=[CH:20][C:5]([CH2:6][CH:7]2[CH2:11][CH2:10][N:9]([C@H:12]3[CH2:17][CH2:16][C@@H:15]([OH:18])[CH2:14][CH2:13]3)[C:8]2=[O:19])=[C:4]([Cl:22])[CH:3]=1.[H-].[Na+].[CH3:25]I. The catalyst is C1COCC1. The product is [Br:1][C:2]1[CH:21]=[CH:20][C:5]([CH2:6][CH:7]2[CH2:11][CH2:10][N:9]([C@H:12]3[CH2:13][CH2:14][C@@H:15]([O:18][CH3:25])[CH2:16][CH2:17]3)[C:8]2=[O:19])=[C:4]([Cl:22])[CH:3]=1. The yield is 0.830. (6) The reactants are [NH2:1][C:2]1[C:3]([CH3:13])=[C:4]([CH:9]=[C:10]([Br:12])[CH:11]=1)[C:5]([O:7][CH3:8])=[O:6].[O:14]1[CH2:19][CH2:18][C:17](=O)[CH2:16][CH2:15]1.C(O)(=O)C.C([BH3-])#N.[Na+]. The catalyst is CO. The product is [Br:12][C:10]1[CH:11]=[C:2]([NH:1][CH:17]2[CH2:18][CH2:19][O:14][CH2:15][CH2:16]2)[C:3]([CH3:13])=[C:4]([CH:9]=1)[C:5]([O:7][CH3:8])=[O:6]. The yield is 0.660. (7) The reactants are Cl.COC1C=C(C=CC=1OC)OC1C=CC(S([C:17]2(C(NO)=O)CC[N:20](CC#C)[CH2:19][CH2:18]2)(=O)=O)=CC=1.C([O-])([O-])=O.[K+].[K+].CO[C:43]1[CH:44]=[C:45](O)[CH:46]=[CH:47][C:48]=1[O:49]C. The catalyst is CN(C)C=O. The product is [O:49]([NH:20][CH2:19][C:18]#[CH:17])[C:48]1[CH:43]=[CH:44][CH:45]=[CH:46][CH:47]=1. The yield is 0.909. (8) The reactants are Cl[CH2:2][CH2:3][NH:4][C:5]([NH:7][CH:8]1[CH2:12][CH2:11][CH2:10][CH2:9]1)=[O:6].[H-].[Na+]. The catalyst is C1COCC1. The product is [CH:8]1([N:7]2[CH2:2][CH2:3][NH:4][C:5]2=[O:6])[CH2:12][CH2:11][CH2:10][CH2:9]1. The yield is 0.630. (9) The reactants are [N+:1]([C:4]1[CH:12]=[C:11]2[C:7]([CH2:8][CH2:9][C:10]2=O)=[CH:6][C:5]=1[NH:14][C:15](=[O:23])[CH2:16][CH2:17][CH:18]1[CH2:22][CH2:21][CH2:20][CH2:19]1)([O-:3])=[O:2].[F:24][C:25]([F:34])([F:33])[C:26]1[CH:32]=[CH:31][C:29]([NH2:30])=[CH:28][CH:27]=1.[B][B][B][B][B][B][B][B][B][B]. The catalyst is CO. The product is [N+:1]([C:4]1[CH:12]=[C:11]2[C:7]([CH2:8][CH2:9][CH:10]2[NH:30][C:29]2[CH:31]=[CH:32][C:26]([C:25]([F:24])([F:33])[F:34])=[CH:27][CH:28]=2)=[CH:6][C:5]=1[NH:14][C:15](=[O:23])[CH2:16][CH2:17][CH:18]1[CH2:22][CH2:21][CH2:20][CH2:19]1)([O-:3])=[O:2]. The yield is 0.900.